The task is: Predict the product of the given reaction.. This data is from Forward reaction prediction with 1.9M reactions from USPTO patents (1976-2016). (1) Given the reactants CN(C(ON1N=NC2C=CC=NC1=2)=[N+](C)C)C.F[P-](F)(F)(F)(F)F.[C:25]([O:29][C:30]([NH:32][C@@H:33]([C@H:45]([CH2:53][O:54][CH3:55])[CH2:46][CH:47]([CH3:52])[CH2:48][CH2:49][CH:50]=[CH2:51])[C:34]([N:36]1[CH2:40][C@H:39]([OH:41])[CH2:38][C@H:37]1[C:42]([OH:44])=O)=[O:35])=[O:31])([CH3:28])([CH3:27])[CH3:26].[NH2:56][C@:57]1([C:62]([NH:64][S:65]([CH:68]2[CH2:70][CH2:69]2)(=[O:67])=[O:66])=[O:63])[CH2:59][C@H:58]1[CH:60]=[CH2:61].CCN(C(C)C)C(C)C, predict the reaction product. The product is: [CH:68]1([S:65]([NH:64][C:62]([C@@:57]2([NH:56][C:42]([C@@H:37]3[CH2:38][C@@H:39]([OH:41])[CH2:40][N:36]3[C:34](=[O:35])[C@@H:33]([NH:32][C:30](=[O:31])[O:29][C:25]([CH3:27])([CH3:28])[CH3:26])[C@H:45]([CH2:53][O:54][CH3:55])[CH2:46][CH:47]([CH3:52])[CH2:48][CH2:49][CH:50]=[CH2:51])=[O:44])[CH2:59][C@H:58]2[CH:60]=[CH2:61])=[O:63])(=[O:67])=[O:66])[CH2:70][CH2:69]1. (2) Given the reactants C([O-])([O-])=O.[Cs+].[Cs+].C1(N([S:14]([C:17]([F:20])([F:19])[F:18])(=[O:16])=[O:15])[S:14]([C:17]([F:20])([F:19])[F:18])(=[O:16])=[O:15])C=CC=CC=1.[C:28]([O:32][CH:33]([C:39]1[C:48]([CH3:49])=[C:47]([F:50])[C:46]2[C:41](=[CH:42][CH:43]=[CH:44][CH:45]=2)[C:40]=1[OH:51])[C:34]([O:36][CH2:37][CH3:38])=[O:35])([CH3:31])([CH3:30])[CH3:29].OS([O-])(=O)=O.[Na+], predict the reaction product. The product is: [C:28]([O:32][CH:33]([C:39]1[C:48]([CH3:49])=[C:47]([F:50])[C:46]2[C:41](=[CH:42][CH:43]=[CH:44][CH:45]=2)[C:40]=1[O:51][S:14]([C:17]([F:20])([F:19])[F:18])(=[O:16])=[O:15])[C:34]([O:36][CH2:37][CH3:38])=[O:35])([CH3:29])([CH3:31])[CH3:30]. (3) Given the reactants [OH:1][NH:2][C:3]([C:5]1[CH:10]=[CH:9][CH:8]=[CH:7][N:6]=1)=[NH:4].[Br:11][C:12]1[CH:20]=[C:16]([C:17](O)=O)[C:15]([OH:21])=[CH:14][CH:13]=1, predict the reaction product. The product is: [Br:11][C:12]1[CH:13]=[CH:14][C:15]([OH:21])=[C:16]([C:17]2[O:1][N:2]=[C:3]([C:5]3[CH:10]=[CH:9][CH:8]=[CH:7][N:6]=3)[N:4]=2)[CH:20]=1. (4) Given the reactants CN(C(ON1N=NC2C=CC=CC1=2)=[N+](C)C)C.[B-](F)(F)(F)F.[F:23][C:24]1[CH:29]=[CH:28][C:27]([N:30]2[C:33](=[O:34])[C@H:32]([S:35][CH2:36][C:37]([C:39]3[CH:44]=[CH:43][C:42]([F:45])=[CH:41][CH:40]=3)=[O:38])[C@H:31]2[C:46]2[CH:60]=[CH:59][C:49]([O:50][CH2:51][C:52]([NH:54][CH2:55][C:56](O)=[O:57])=[O:53])=[CH:48][CH:47]=2)=[CH:26][CH:25]=1.CN1CCOCC1.[NH2:68][C@H:69]([C:74]([OH:76])=[O:75])[C:70]([CH3:73])([CH3:72])[CH3:71], predict the reaction product. The product is: [F:23][C:24]1[CH:25]=[CH:26][C:27]([N:30]2[C:33](=[O:34])[C@H:32]([S:35][CH2:36][CH:37]([C:39]3[CH:40]=[CH:41][C:42]([F:45])=[CH:43][CH:44]=3)[OH:38])[C@H:31]2[C:46]2[CH:47]=[CH:48][C:49]([O:50][CH2:51][C:52]([NH:54][CH2:55][C:56]([NH:68][C@@H:69]([C:74]([OH:76])=[O:75])[C:70]([CH3:73])([CH3:72])[CH3:71])=[O:57])=[O:53])=[CH:59][CH:60]=2)=[CH:28][CH:29]=1. (5) The product is: [CH2:63]([Cl:65])[Cl:62].[CH3:4][OH:5].[NH4+:1].[OH-:46].[C:24]([C:23]1[CH:27]=[CH:28][C:29]([N:31]2[C:39]3[CH2:38][C:37]([CH3:40])([CH3:41])[CH2:36][C:35](=[O:42])[C:34]=3[C:33]([CH3:43])=[N:32]2)=[CH:30][C:22]=1[NH:21][CH2:20][CH2:19][CH2:18][O:17][CH2:16][CH2:15][O:14][CH2:13][CH2:12][O:11][CH2:10][CH2:9][O:8][CH2:7][CH2:6][O:5][CH2:4][CH2:3][CH2:2][NH:1][C:24]([C:23]1[CH:27]=[CH:28][C:29](/[N:31]=[N:32]/[C:33]2[CH:34]=[C:63]([CH:64]=[CH:55][C:54]=2[OH:56])[CH2:3][CH2:2][NH:1][C:58](=[O:60])[O:61][C:37]([CH3:36])([CH3:40])[CH3:38])=[CH:30][CH:22]=1)=[O:25])(=[O:25])[NH2:26]. Given the reactants [NH2:1][CH2:2][CH2:3][CH2:4][O:5][CH2:6][CH2:7][O:8][CH2:9][CH2:10][O:11][CH2:12][CH2:13][O:14][CH2:15][CH2:16][O:17][CH2:18][CH2:19][CH2:20][NH:21][C:22]1[CH:30]=[C:29]([N:31]2[C:39]3[CH2:38][C:37]([CH3:41])([CH3:40])[CH2:36][C:35](=[O:42])[C:34]=3[C:33]([CH3:43])=[N:32]2)[CH:28]=[CH:27][C:23]=1[C:24]([NH2:26])=[O:25].C([O:46][BH-](O[C:54](=[O:56])[CH3:55])O[C:54](=[O:56])[CH3:55])(=[O:46])C.[Na+].[C:58]([OH:61])(=[O:60])C.[Cl:62][CH:63]([Cl:65])[CH3:64], predict the reaction product. (6) Given the reactants [CH3:1][O:2][C:3]([NH:5][C@@H:6]([CH:56]([CH3:58])[CH3:57])[C:7]([N:9]1[C@H:17]([C:18]2[NH:19][C:20]([C:23]3[CH:28]=[CH:27][C:26]([C:29]4[CH:30]=[C:31]5[C:36](=[CH:37][CH:38]=4)[CH:35]=[C:34]([C:39]4[NH:43][C:42]([C@@H:44]6[CH2:48][CH2:47][CH2:46][N:45]6C(OC(C)(C)C)=O)=[N:41][CH:40]=4)[CH:33]=[CH:32]5)=[CH:25][CH:24]=3)=[CH:21][N:22]=2)[CH2:16][C:11]2([O:15][CH2:14][CH2:13][O:12]2)[CH2:10]1)=[O:8])=[O:4].Cl.O1CCOCC1, predict the reaction product. The product is: [CH3:57][CH:56]([CH3:58])[C@H:6]([NH:5][C:3](=[O:4])[O:2][CH3:1])[C:7](=[O:8])[N:9]1[C@H:17]([C:18]2[NH:19][C:20]([C:23]3[CH:28]=[CH:27][C:26]([C:29]4[CH:38]=[CH:37][C:36]5[C:31](=[CH:32][CH:33]=[C:34]([C:39]6[NH:43][C:42]([C@@H:44]7[CH2:48][CH2:47][CH2:46][NH:45]7)=[N:41][CH:40]=6)[CH:35]=5)[CH:30]=4)=[CH:25][CH:24]=3)=[CH:21][N:22]=2)[CH2:16][C:11]2([O:12][CH2:13][CH2:14][O:15]2)[CH2:10]1. (7) Given the reactants C(=O)([O-])[O-].[K+].[K+].C(C1C=C(C(C)C)C=C(C(C)C)C=1S(O[CH2:26][C@H:27]([OH:63])[CH2:28][CH2:29][C@@H:30]1[C@H:34]2[CH2:35][C:36]3[C:41]([CH2:42][C@H:33]2[CH2:32][C@H:31]1[O:45][Si:46]([C:59]([CH3:62])([CH3:61])[CH3:60])([C:53]1[CH:58]=[CH:57][CH:56]=[CH:55][CH:54]=1)[C:47]1[CH:52]=[CH:51][CH:50]=[CH:49][CH:48]=1)=[C:40]([O:43][CH3:44])[CH:39]=[CH:38][CH:37]=3)(=O)=O)(C)C, predict the reaction product. The product is: [C:59]([Si:46]([O:45][C@H:31]1[C@H:30]([CH2:29][CH2:28][C@@H:27]2[CH2:26][O:63]2)[C@H:34]2[CH2:35][C:36]3[C:41]([CH2:42][C@H:33]2[CH2:32]1)=[C:40]([O:43][CH3:44])[CH:39]=[CH:38][CH:37]=3)([C:53]1[CH:58]=[CH:57][CH:56]=[CH:55][CH:54]=1)[C:47]1[CH:52]=[CH:51][CH:50]=[CH:49][CH:48]=1)([CH3:60])([CH3:61])[CH3:62].